This data is from Catalyst prediction with 721,799 reactions and 888 catalyst types from USPTO. The task is: Predict which catalyst facilitates the given reaction. (1) Reactant: [NH2:1][CH:2]([CH2:15][C:16]1[CH:21]=[CH:20][C:19]([F:22])=[CH:18][CH:17]=1)[CH:3]([C:5]1[CH:10]=[CH:9][C:8]([C:11]([F:14])([F:13])[F:12])=[CH:7][CH:6]=1)[OH:4].[F:23][C:24]1[C:33]2[C:28](=[CH:29][CH:30]=[CH:31][CH:32]=2)[C:27]([C:34](O)=[O:35])=[CH:26][CH:25]=1.Cl.C(N=C=NCCCN(C)C)C.ON1C2C=CC=CC=2N=N1. Product: [F:23][C:24]1[C:33]2[C:28](=[CH:29][CH:30]=[CH:31][CH:32]=2)[C:27]([C:34]([NH:1][CH:2]([CH2:15][C:16]2[CH:17]=[CH:18][C:19]([F:22])=[CH:20][CH:21]=2)[CH:3]([OH:4])[C:5]2[CH:10]=[CH:9][C:8]([C:11]([F:12])([F:13])[F:14])=[CH:7][CH:6]=2)=[O:35])=[CH:26][CH:25]=1. The catalyst class is: 47. (2) Reactant: [Br:1][C:2]1[CH:7]=[C:6]2[NH:8][C:9](=[O:29])[C:10]3([CH:15]([C:16]4[CH:21]=[CH:20][CH:19]=[C:18]([Cl:22])[CH:17]=4)[CH2:14][C:13](=[O:23])[NH:12][CH:11]3[C:24]3([CH2:27][CH3:28])[CH2:26][CH2:25]3)[C:5]2=[CH:4][CH:3]=1.COC([Si](C)(C)C)C.FC(F)(F)C(O)=O. Product: [Br:1][C:2]1[CH:7]=[C:6]2[NH:8][C:9](=[O:29])[C:10]3([CH:15]([C:16]4[CH:21]=[CH:20][CH:19]=[C:18]([Cl:22])[CH:17]=4)[CH2:14][C:13](=[O:23])[NH:12][CH:11]3[C:24]3([CH2:27][CH3:28])[CH2:25][CH2:26]3)[C:5]2=[CH:4][CH:3]=1. The catalyst class is: 4. (3) Reactant: [CH3:16][C:11]1([CH3:17])[C:12]([CH3:15])([CH3:14])[O:13][B:9]([B:9]2[O:13][C:12]([CH3:15])([CH3:14])[C:11]([CH3:17])([CH3:16])[O:10]2)[O:10]1.CC([O-])=O.[K+].Br[C:25]1[CH:26]=[C:27]2[C:31](=[CH:32][CH:33]=1)[C:30](=[O:34])[NH:29][CH2:28]2. Product: [CH3:15][C:12]1([CH3:14])[C:11]([CH3:16])([CH3:17])[O:10][B:9]([C:25]2[CH:26]=[C:27]3[C:31](=[CH:32][CH:33]=2)[C:30](=[O:34])[NH:29][CH2:28]3)[O:13]1. The catalyst class is: 431. (4) Reactant: Br[C:2]1[CH:3]=[C:4]2[C:8](=[C:9]([C:11]([NH2:13])=[O:12])[CH:10]=1)[NH:7][CH:6]=[C:5]2[CH:14]1[CH2:19][CH2:18][N:17]([S:20]([CH2:23][CH3:24])(=[O:22])=[O:21])[CH2:16][CH2:15]1.C(=O)([O-])[O-].[Na+].[Na+].CC1(C)C(C)(C)OB([C:39]2[CH:40]=[C:41]3[O:45][CH2:44][CH2:43][C:42]3=[C:46]([CH:48]=[O:49])[CH:47]=2)O1. Product: [CH2:23]([S:20]([N:17]1[CH2:18][CH2:19][CH:14]([C:5]2[C:4]3[C:8](=[C:9]([C:11]([NH2:13])=[O:12])[CH:10]=[C:2]([C:39]4[CH:47]=[C:46]([CH:48]=[O:49])[C:42]5[CH2:43][CH2:44][O:45][C:41]=5[CH:40]=4)[CH:3]=3)[NH:7][CH:6]=2)[CH2:15][CH2:16]1)(=[O:22])=[O:21])[CH3:24]. The catalyst class is: 70. (5) Reactant: [N:1]([CH2:4][CH2:5][CH2:6][C:7]1([C:29]2[CH:34]=[CH:33][CH:32]=[CH:31][CH:30]=2)[N:11]([C:12]2[S:13][C:14]3[CH2:15][NH:16][CH2:17][CH2:18][C:19]=3[N:20]=2)[N:10]=[C:9]([C:21]2[CH:26]=[C:25]([F:27])[CH:24]=[CH:23][C:22]=2[F:28])[S:8]1)=[N+:2]=[N-:3].C=O.[C:37](O[BH-](OC(=O)C)OC(=O)C)(=O)C.[Na+].C([O-])([O-])=O.[Na+].[Na+]. Product: [N:1]([CH2:4][CH2:5][CH2:6][C:7]1([C:29]2[CH:34]=[CH:33][CH:32]=[CH:31][CH:30]=2)[N:11]([C:12]2[S:13][C:14]3[CH2:15][N:16]([CH3:37])[CH2:17][CH2:18][C:19]=3[N:20]=2)[N:10]=[C:9]([C:21]2[CH:26]=[C:25]([F:27])[CH:24]=[CH:23][C:22]=2[F:28])[S:8]1)=[N+:2]=[N-:3]. The catalyst class is: 26.